From a dataset of Forward reaction prediction with 1.9M reactions from USPTO patents (1976-2016). Predict the product of the given reaction. (1) Given the reactants [CH2:1]([S:8]([NH:11][C:12]([CH:14]1[CH2:19][CH2:18][N:17]([C:20]([O:22][C:23]([CH3:26])([CH3:25])[CH3:24])=[O:21])[CH2:16][CH2:15]1)=[O:13])(=[O:10])=[O:9])[C:2]1[CH:7]=[CH:6][CH:5]=[CH:4][CH:3]=1.Br[CH2:28][CH:29]=[CH2:30].CCN(C(C)C)C(C)C.O, predict the reaction product. The product is: [CH2:30]([N:11]([S:8]([CH2:1][C:2]1[CH:7]=[CH:6][CH:5]=[CH:4][CH:3]=1)(=[O:10])=[O:9])[C:12]([CH:14]1[CH2:15][CH2:16][N:17]([C:20]([O:22][C:23]([CH3:26])([CH3:25])[CH3:24])=[O:21])[CH2:18][CH2:19]1)=[O:13])[CH:29]=[CH2:28]. (2) Given the reactants [Br:1][C:2]1[C:7]([OH:8])=[C:6]([N+:9]([O-])=O)[C:5]([N+:12]([O-:14])=[O:13])=[C:4]([F:15])[CH:3]=1, predict the reaction product. The product is: [NH2:9][C:6]1[C:5]([N+:12]([O-:14])=[O:13])=[C:4]([F:15])[CH:3]=[C:2]([Br:1])[C:7]=1[OH:8]. (3) The product is: [F:1][C:2]1[CH:7]=[CH:6][C:5]([CH2:8][C:9]2[C:18]3[C:13](=[CH:14][CH:15]=[CH:16][CH:17]=3)[C:12](=[O:19])[NH:11][N:10]=2)=[CH:4][C:3]=1[C:20]([N:22]1[CH2:23][CH2:24][NH:25][CH2:26][CH:27]1[C:60](=[O:59])[CH2:61][OH:62])=[O:21]. Given the reactants [F:1][C:2]1[CH:7]=[CH:6][C:5]([CH2:8][C:9]2[C:18]3[C:13](=[CH:14][CH:15]=[CH:16][CH:17]=3)[C:12](=[O:19])[NH:11][N:10]=2)=[CH:4][C:3]=1[C:20]([N:22]1[CH2:27][CH2:26][NH:25][CH2:24][CH2:23]1)=[O:21].CN(C(ON1N=NC2C=CC=CC1=2)=[N+](C)C)C.F[P-](F)(F)(F)(F)F.C(N(CC)CC)C.[OH:59][CH2:60][C:61](O)=[O:62], predict the reaction product. (4) Given the reactants C([O:3][C:4](=[O:23])[C@@H:5]([O:21][CH3:22])[CH2:6][C:7]1[CH:12]=[CH:11][C:10]([C:13]2[CH:18]=[CH:17][C:16]([CH2:19][OH:20])=[CH:15][CH:14]=2)=[CH:9][CH:8]=1)C.O[C:25]1[CH:38]=[CH:37][C:28]([C:29]([C:31]2[CH:36]=[CH:35][CH:34]=[CH:33][CH:32]=2)=[O:30])=[CH:27][CH:26]=1, predict the reaction product. The product is: [C:29]([C:31]1[CH:36]=[CH:35][C:34]([O:20][CH2:19][C:16]2[CH:17]=[CH:18][C:13]([C:10]3[CH:9]=[CH:8][C:7]([CH2:6][C@H:5]([O:21][CH3:22])[C:4]([OH:3])=[O:23])=[CH:12][CH:11]=3)=[CH:14][CH:15]=2)=[CH:33][CH:32]=1)(=[O:30])[C:28]1[CH:37]=[CH:38][CH:25]=[CH:26][CH:27]=1. (5) Given the reactants [I:1][C:2]1[CH:6]=[C:5]([CH3:7])[NH:4][N:3]=1.Br[CH2:9][CH2:10][C:11]1[CH:16]=[CH:15][C:14]([F:17])=[CH:13][CH:12]=1.C(=O)([O-])[O-].[K+].[K+], predict the reaction product. The product is: [F:17][C:14]1[CH:15]=[CH:16][C:11]([CH2:10][CH2:9][N:4]2[C:5]([CH3:7])=[CH:6][C:2]([I:1])=[N:3]2)=[CH:12][CH:13]=1. (6) Given the reactants C(OC(=O)[NH:7][CH:8]1[CH2:13][CH2:12][CH:11]([NH:14][C:15]2[C:16]3[N:17]([C:21]([C:24]4[CH:29]=[CH:28][CH:27]=[C:26]([NH:30][CH2:31][C:32]5[CH:37]=[CH:36][CH:35]=[CH:34][C:33]=5[Cl:38])[N:25]=4)=[CH:22][N:23]=3)[CH:18]=[CH:19][N:20]=2)[CH2:10][CH2:9]1)(C)(C)C, predict the reaction product. The product is: [Cl:38][C:33]1[CH:34]=[CH:35][CH:36]=[CH:37][C:32]=1[CH2:31][NH:30][C:26]1[N:25]=[C:24]([C:21]2[N:17]3[CH:18]=[CH:19][N:20]=[C:15]([NH:14][CH:11]4[CH2:10][CH2:9][CH:8]([NH2:7])[CH2:13][CH2:12]4)[C:16]3=[N:23][CH:22]=2)[CH:29]=[CH:28][CH:27]=1.